From a dataset of Full USPTO retrosynthesis dataset with 1.9M reactions from patents (1976-2016). Predict the reactants needed to synthesize the given product. (1) Given the product [Br:1][C:2]1[CH:3]=[C:4]([CH:7]=[CH:8][CH:9]=1)[C:5]([NH2:6])=[O:13], predict the reactants needed to synthesize it. The reactants are: [Br:1][C:2]1[CH:3]=[C:4]([CH:7]=[CH:8][CH:9]=1)[C:5]#[N:6].OO.C([O-])([O-])=[O:13].[K+].[K+].O. (2) Given the product [CH3:26][O:27][C:28]1[C:33]2[C:34]([C:40]3[CH:41]=[C:42]([CH:45]=[CH:46][CH:47]=3)[C:43]([NH2:44])=[O:2])=[N:35][CH2:36][C:37](=[O:39])[NH:38][C:32]=2[CH:31]=[C:30]([O:48][CH3:49])[CH:29]=1, predict the reactants needed to synthesize it. The reactants are: C[O:2]C1C(OC)=CC2N(C)C(=O)CN=C(C3C=C(C=CC=3)C#N)C=2C=1.[CH3:26][O:27][C:28]1[C:33]2[C:34]([C:40]3[CH:41]=[C:42]([CH:45]=[CH:46][CH:47]=3)[C:43]#[N:44])=[N:35][CH2:36][C:37](=[O:39])[NH:38][C:32]=2[CH:31]=[C:30]([O:48][CH3:49])[CH:29]=1. (3) The reactants are: [C:1]([C:5]1[N:10]=[C:9]([N:11]2[CH2:16][CH2:15][N:14]([CH2:17][CH2:18][CH2:19][CH2:20][NH2:21])[CH2:13][CH2:12]2)[CH:8]=[C:7]([C:22]([F:25])([F:24])[F:23])[N:6]=1)([CH3:4])([CH3:3])[CH3:2].C1N=CN([C:31](N2C=NC=C2)=[O:32])C=1.[C:38]([N:46]1[CH2:51][CH2:50][NH:49][CH2:48][CH2:47]1)(=[O:45])[C:39]1[CH:44]=[CH:43][CH:42]=[CH:41][CH:40]=1. Given the product [C:38]([N:46]1[CH2:51][CH2:50][N:49]([C:31]([NH:21][CH2:20][CH2:19][CH2:18][CH2:17][N:14]2[CH2:15][CH2:16][N:11]([C:9]3[CH:8]=[C:7]([C:22]([F:24])([F:25])[F:23])[N:6]=[C:5]([C:1]([CH3:4])([CH3:2])[CH3:3])[N:10]=3)[CH2:12][CH2:13]2)=[O:32])[CH2:48][CH2:47]1)(=[O:45])[C:39]1[CH:44]=[CH:43][CH:42]=[CH:41][CH:40]=1, predict the reactants needed to synthesize it. (4) Given the product [N:26]1([CH2:25][CH2:24][O:23][C:22]2[CH:21]=[C:20]([NH:18][C:16]3[N:17]=[C:13]4[CH:12]=[CH:11][CH:10]=[C:9]([C:6]5[CH:7]=[CH:8][C:3]([O:2][CH3:1])=[CH:4][CH:5]=5)[N:14]4[N:15]=3)[CH:33]=[CH:32][CH:31]=2)[CH:30]=[CH:29][N:28]=[CH:27]1, predict the reactants needed to synthesize it. The reactants are: [CH3:1][O:2][C:3]1[CH:8]=[CH:7][C:6]([C:9]2[N:14]3[N:15]=[C:16]([NH2:18])[N:17]=[C:13]3[CH:12]=[CH:11][CH:10]=2)=[CH:5][CH:4]=1.Br[C:20]1[CH:21]=[C:22]([CH:31]=[CH:32][CH:33]=1)[O:23][CH2:24][CH2:25][N:26]1[CH:30]=[CH:29][N:28]=[CH:27]1.CC1(C)C2C(=C(P(C3C=CC=CC=3)C3C=CC=CC=3)C=CC=2)OC2C(P(C3C=CC=CC=3)C3C=CC=CC=3)=CC=CC1=2.CC(C)([O-])C.[Na+]. (5) Given the product [Cl:20][C:16]1[C:17]2[C:12](=[CH:11][C:10]([C:2]3[O:1][C:5]4[CH:6]=[CH:7][CH:8]=[CH:9][C:4]=4[C:3]=3[C:28](=[O:33])[CH2:29][CH2:30][CH2:31][CH3:32])=[CH:19][CH:18]=2)[CH:13]=[CH:14][C:15]=1[O:21][CH2:22][C:23]([O:25][CH2:26][CH3:27])=[O:24], predict the reactants needed to synthesize it. The reactants are: [O:1]1[C:5]2[CH:6]=[CH:7][CH:8]=[CH:9][C:4]=2[CH:3]=[C:2]1[C:10]1[CH:11]=[C:12]2[C:17](=[CH:18][CH:19]=1)[C:16]([Cl:20])=[C:15]([O:21][CH2:22][C:23]([O:25][CH2:26][CH3:27])=[O:24])[CH:14]=[CH:13]2.[C:28](Cl)(=[O:33])[CH2:29][CH2:30][CH2:31][CH3:32].[Sn](Cl)(Cl)(Cl)Cl. (6) Given the product [F:13][C:12]([F:15])([F:14])[C:4]1[CH:3]=[C:2]([C:37]#[C:36][CH2:35][OH:38])[CH:7]=[C:6]([C:8]([F:11])([F:10])[F:9])[CH:5]=1, predict the reactants needed to synthesize it. The reactants are: I[C:2]1[CH:7]=[C:6]([C:8]([F:11])([F:10])[F:9])[CH:5]=[C:4]([C:12]([F:15])([F:14])[F:13])[CH:3]=1.C1(P(C2C=CC=CC=2)C2C=CC=CC=2)C=CC=CC=1.[CH2:35]([OH:38])[C:36]#[CH:37].C(N(C(C)C)CC)(C)C. (7) Given the product [C:19]([O:1][N:2]=[C:3]([C:5]1[CH:10]=[CH:9][C:8]([I:11])=[CH:7][CH:6]=1)[NH2:4])(=[O:21])[CH3:20], predict the reactants needed to synthesize it. The reactants are: [OH:1][N:2]=[C:3]([C:5]1[CH:10]=[CH:9][C:8]([I:11])=[CH:7][CH:6]=1)[NH2:4].C(N(CC)CC)C.[C:19](OC(=O)C)(=[O:21])[CH3:20].